Dataset: Reaction yield outcomes from USPTO patents with 853,638 reactions. Task: Predict the reaction yield, written as a fraction of the theoretical maximum amount of product (1.0 means a 100% yield; for example, 0.34 means a 34% yield). (1) The reactants are [F:1][C:2]1[CH:7]=[C:6](B2OC(C)(C)C(C)(C)O2)[C:5]([F:17])=[CH:4][C:3]=1[Si:18]([CH3:21])([CH3:20])[CH3:19].[NH2:22][C:23]1[C:28]([F:29])=[C:27](Cl)[N:26]=[C:25]([C:31]([O:33][CH3:34])=[O:32])[C:24]=1[O:35][CH3:36].C([O-])([O-])=O.[Na+].[Na+].[Na+].[Cl-]. The catalyst is Cl[Pd](Cl)([P](C1C=CC=CC=1)(C1C=CC=CC=1)C1C=CC=CC=1)[P](C1C=CC=CC=1)(C1C=CC=CC=1)C1C=CC=CC=1.O.CC#N. The product is [NH2:22][C:23]1[C:28]([F:29])=[C:27]([C:6]2[CH:7]=[C:2]([F:1])[C:3]([Si:18]([CH3:19])([CH3:20])[CH3:21])=[CH:4][C:5]=2[F:17])[N:26]=[C:25]([C:31]([O:33][CH3:34])=[O:32])[C:24]=1[O:35][CH3:36]. The yield is 0.600. (2) The product is [Cl:8][C:4]1[CH:5]=[CH:6][CH:7]=[C:2]([Cl:1])[C:3]=1[C:9]([NH:11][C@H:12]([C:28]([O:30][C:31]([CH3:34])([CH3:33])[CH3:32])=[O:29])[CH2:13][C:14]1[S:15][CH:16]=[C:17]([OH:39])[CH:18]=1)=[O:10]. The catalyst is C(O)C.O. The reactants are [Cl:1][C:2]1[CH:7]=[CH:6][CH:5]=[C:4]([Cl:8])[C:3]=1[C:9]([NH:11][C@H:12]([C:28]([O:30][C:31]([CH3:34])([CH3:33])[CH3:32])=[O:29])[CH2:13][C:14]1[S:15][CH:16]=[C:17](B2OC(C)(C)C(C)(C)O2)[CH:18]=1)=[O:10].OO.S([O-])([O-])(=[O:39])=S.[Na+].[Na+]. The yield is 0.690. (3) The reactants are Cl.[O:2]=[C:3]1[NH:12][C:11]2[N:10]=[CH:9][C:8](/[CH:13]=[CH:14]/[C:15]([OH:17])=O)=[CH:7][C:6]=2[CH2:5][CH2:4]1.Cl.[NH:19]1[CH2:22][CH:21]([O:23][CH2:24][C:25]2[S:26][CH:27]=[CH:28][N:29]=2)[CH2:20]1.CCN(C(C)C)C(C)C.CCN=C=NCCCN(C)C. The catalyst is CN(C1C=CN=CC=1)C.CN(C=O)C. The product is [O:17]=[C:15]([N:19]1[CH2:22][CH:21]([O:23][CH2:24][C:25]2[S:26][CH:27]=[CH:28][N:29]=2)[CH2:20]1)/[CH:14]=[CH:13]/[C:8]1[CH:7]=[C:6]2[C:11](=[N:10][CH:9]=1)[NH:12][C:3](=[O:2])[CH2:4][CH2:5]2. The yield is 0.240. (4) The reactants are [C:1]([O:8][CH3:9])(=[O:7])/[CH:2]=[CH:3]/[C:4]([OH:6])=[O:5].[C:10]([O:18][CH:19](Cl)[CH:20]([CH3:22])[CH3:21])(=[O:17])[C:11]1[CH:16]=[CH:15][CH:14]=[CH:13][CH:12]=1. No catalyst specified. The product is [C:1]([O:8][CH3:9])(=[O:7])/[CH:2]=[CH:3]/[C:4]([O:6][CH:19]([O:18][C:10]([C:11]1[CH:16]=[CH:15][CH:14]=[CH:13][CH:12]=1)=[O:17])[CH:20]([CH3:22])[CH3:21])=[O:5]. The yield is 0.150.